This data is from Catalyst prediction with 721,799 reactions and 888 catalyst types from USPTO. The task is: Predict which catalyst facilitates the given reaction. (1) Reactant: [NH2:1][C:2]1[N:7]=[C:6]([C:8]([NH:10][CH2:11][C:12]2[N:13](COCC[Si](C)(C)C)[CH:14]=[CH:15][N:16]=2)=[O:9])[CH:5]=[C:4]([C:25]2[O:26][CH:27]=[CH:28][CH:29]=2)[N:3]=1.Cl. Product: [NH2:1][C:2]1[N:7]=[C:6]([C:8]([NH:10][CH2:11][C:12]2[NH:13][CH:14]=[CH:15][N:16]=2)=[O:9])[CH:5]=[C:4]([C:25]2[O:26][CH:27]=[CH:28][CH:29]=2)[N:3]=1. The catalyst class is: 5. (2) Product: [NH2:7][CH2:8][CH2:9][CH2:10][CH:11]([N:12]1[C:20](=[O:21])[C:19]2[C:14](=[CH:15][CH:16]=[CH:17][C:18]=2[N:22]2[CH2:27][CH2:26][N:25]([C@@H:28]([C:30]3[CH:31]=[CH:32][CH:33]=[CH:34][CH:35]=3)[CH3:29])[CH2:24][CH2:23]2)[C:13]1=[O:36])[C:37]1[CH:42]=[CH:41][C:40]([O:43][CH3:44])=[C:39]([O:45][CH3:46])[CH:38]=1. Reactant: C(OC(=O)[NH:7][CH2:8][CH2:9][CH2:10][CH:11]([C:37]1[CH:42]=[CH:41][C:40]([O:43][CH3:44])=[C:39]([O:45][CH3:46])[CH:38]=1)[N:12]1[C:20](=[O:21])[C:19]2[C:14](=[CH:15][CH:16]=[CH:17][C:18]=2[N:22]2[CH2:27][CH2:26][N:25]([C@@H:28]([C:30]3[CH:35]=[CH:34][CH:33]=[CH:32][CH:31]=3)[CH3:29])[CH2:24][CH2:23]2)[C:13]1=[O:36])(C)(C)C.FC(F)(F)C(O)=O. The catalyst class is: 4. (3) Reactant: [NH2:1][C:2]1[CH:7]=[CH:6][N:5]=[CH:4][CH:3]=1.C([O:11][C:12](=O)[CH:13]([CH3:15])[OH:14])(=O)C.N=C=N. Product: [C:12]([C:4]1[CH:3]=[C:2]([NH2:1])[CH:7]=[CH:6][N:5]=1)(=[O:11])[CH:13]([CH3:15])[OH:14]. The catalyst class is: 6. (4) Reactant: C(OC([N:8]1[CH2:28][CH2:27][C:10]2([CH2:13][CH:12]([N:14]3[CH2:19][CH2:18][CH:17]([C:20](=[O:26])[NH:21][C:22]([CH3:25])([CH3:24])[CH3:23])[CH2:16][CH2:15]3)[CH2:11]2)[CH2:9]1)=O)(C)(C)C.[C:29]([OH:35])([C:31]([F:34])([F:33])[F:32])=[O:30]. The catalyst class is: 2. Product: [F:32][C:31]([F:34])([F:33])[C:29]([OH:35])=[O:30].[CH2:11]1[C:10]2([CH2:27][CH2:28][NH:8][CH2:9]2)[CH2:13][CH:12]1[N:14]1[CH2:15][CH2:16][CH:17]([C:20]([NH:21][C:22]([CH3:25])([CH3:24])[CH3:23])=[O:26])[CH2:18][CH2:19]1. (5) Reactant: [OH-].[Na+].[Cl:3][C:4]1[C:5]([NH:10][CH2:11][C:12]([O:14]CC)=[O:13])=[N:6][CH:7]=[CH:8][N:9]=1.Cl. Product: [Cl:3][C:4]1[C:5]([NH:10][CH2:11][C:12]([OH:14])=[O:13])=[N:6][CH:7]=[CH:8][N:9]=1. The catalyst class is: 8. (6) The catalyst class is: 19. Product: [CH3:1][O:2][C:3]1[CH:12]=[CH:11][CH:10]=[C:9]2[C:4]=1[C:5]1[CH:26]=[CH:25][C:24]([NH:27][S:28]([CH3:31])(=[O:29])=[O:30])=[CH:23][C:6]=1[CH:7]([C:13]1[S:14][C:15]([CH2:18][CH2:19][CH2:20][O:21][CH3:22])=[CH:16][CH:17]=1)[O:8]2. Reactant: [CH3:1][O:2][C:3]1[CH:12]=[CH:11][CH:10]=[C:9]2[C:4]=1[C:5]1[CH:26]=[CH:25][C:24]([NH:27][S:28]([CH3:31])(=[O:30])=[O:29])=[CH:23][C:6]=1[CH:7]([C:13]1[S:14][C:15]([C:18]#[C:19][CH2:20][O:21][CH3:22])=[CH:16][CH:17]=1)[O:8]2. (7) Reactant: [NH2:1][C:2]1[CH:11]=[CH:10][CH:9]=[C:8]2[C:3]=1[CH:4]=[CH:5][N:6]([CH2:13][C:14]1[CH:19]=[CH:18][CH:17]=[CH:16][N:15]=1)[C:7]2=[O:12].[Cl:20][C:21]1[CH:26]=[CH:25][C:24]([CH2:27][C:28](O)=[O:29])=[CH:23][C:22]=1[C:31]([F:34])([F:33])[F:32].F[P-](F)(F)(F)(F)F.C[N+](C)=C(N(C)C)ON1C2N=CC=CC=2N=N1.C(N(CC)C(C)C)(C)C. Product: [Cl:20][C:21]1[CH:26]=[CH:25][C:24]([CH2:27][C:28]([NH:1][C:2]2[CH:11]=[CH:10][CH:9]=[C:8]3[C:3]=2[CH:4]=[CH:5][N:6]([CH2:13][C:14]2[CH:19]=[CH:18][CH:17]=[CH:16][N:15]=2)[C:7]3=[O:12])=[O:29])=[CH:23][C:22]=1[C:31]([F:32])([F:33])[F:34]. The catalyst class is: 3.